Dataset: Forward reaction prediction with 1.9M reactions from USPTO patents (1976-2016). Task: Predict the product of the given reaction. Given the reactants [O:1]1[CH:5]=[N:4][C:3]([C:6]2[CH:14]=[CH:13][C:9]([C:10]([OH:12])=O)=[CH:8][CH:7]=2)=[N:2]1.[C:15]([O:19][C:20]([N:22]1[CH2:27][CH2:26][CH:25]([NH:28][CH:29]2[CH2:31][CH2:30]2)[CH2:24][CH2:23]1)=[O:21])([CH3:18])([CH3:17])[CH3:16], predict the reaction product. The product is: [C:15]([O:19][C:20]([N:22]1[CH2:27][CH2:26][CH:25]([N:28]([CH:29]2[CH2:30][CH2:31]2)[C:10](=[O:12])[C:9]2[CH:8]=[CH:7][C:6]([C:3]3[N:4]=[CH:5][O:1][N:2]=3)=[CH:14][CH:13]=2)[CH2:24][CH2:23]1)=[O:21])([CH3:18])([CH3:16])[CH3:17].